The task is: Regression/Classification. Given a drug SMILES string, predict its toxicity properties. Task type varies by dataset: regression for continuous values (e.g., LD50, hERG inhibition percentage) or binary classification for toxic/non-toxic outcomes (e.g., AMES mutagenicity, cardiotoxicity, hepatotoxicity). Dataset: ames.. This data is from Ames mutagenicity test results for genotoxicity prediction. (1) The molecule is Nc1c(N=Nc2ccc(-c3ccc(N=Nc4cc(S(=O)(=O)O)c5ccccc5c4N)cc3)cc2)cc(S(=O)(=O)O)c2ccccc12. The result is 1 (mutagenic). (2) The compound is NC(N)=O. The result is 0 (non-mutagenic). (3) The drug is C=C(C)C(=O)OCCCCCCCCCC. The result is 0 (non-mutagenic). (4) The compound is Nc1ccccc1S(=O)(=O)O. The result is 1 (mutagenic). (5) The compound is CC(=O)OCCC(C=O)c1c(O)cc2c(c1O)C(=O)c1c(O)cc(O)cc1C2=O. The result is 1 (mutagenic). (6) The molecule is Clc1cc2c3ccccc3ccc2c2ccccc12. The result is 1 (mutagenic).